Dataset: Peptide-MHC class II binding affinity with 134,281 pairs from IEDB. Task: Regression. Given a peptide amino acid sequence and an MHC pseudo amino acid sequence, predict their binding affinity value. This is MHC class II binding data. (1) The peptide sequence is KQELDEISTNIRQAG. The MHC is DRB3_0202 with pseudo-sequence DRB3_0202. The binding affinity (normalized) is 0.0666. (2) The peptide sequence is KLRSAGEVEIQFRRV. The MHC is DRB1_0901 with pseudo-sequence DRB1_0901. The binding affinity (normalized) is 0.440. (3) The peptide sequence is CLLVLDDFRDLMTAT. The MHC is HLA-DQA10301-DQB10302 with pseudo-sequence HLA-DQA10301-DQB10302. The binding affinity (normalized) is 0.272. (4) The peptide sequence is YKKLRTSSFALNLPT. The MHC is HLA-DPA10301-DPB10402 with pseudo-sequence HLA-DPA10301-DPB10402. The binding affinity (normalized) is 0.612. (5) The peptide sequence is LAVAWMILRAITFTTTSNV. The MHC is DRB1_0404 with pseudo-sequence DRB1_0404. The binding affinity (normalized) is 0.201. (6) The peptide sequence is ATFIVDPDNTIQHVSVNNLN. The MHC is DRB1_0301 with pseudo-sequence DRB1_0301. The binding affinity (normalized) is 0.504.